Dataset: Catalyst prediction with 721,799 reactions and 888 catalyst types from USPTO. Task: Predict which catalyst facilitates the given reaction. (1) The catalyst class is: 3. Product: [Cl:18][C:13]1[CH:14]=[CH:15][CH:16]=[CH:17][C:12]=1[CH2:11][N:8]1[C:6]2[N:7]=[C:2]([NH:28][CH2:27][CH3:26])[N:3]=[C:4]([N:19]3[CH2:23][CH2:22][C:21]([F:25])([F:24])[CH2:20]3)[C:5]=2[N:10]=[N:9]1. Reactant: Cl[C:2]1[N:3]=[C:4]([N:19]2[CH2:23][CH2:22][C:21]([F:25])([F:24])[CH2:20]2)[C:5]2[N:10]=[N:9][N:8]([CH2:11][C:12]3[CH:17]=[CH:16][CH:15]=[CH:14][C:13]=3[Cl:18])[C:6]=2[N:7]=1.[CH3:26][CH2:27][N:28](C(C)C)C(C)C.C(N)C. (2) Reactant: [CH3:1][O:2][C:3]1[C:4](=[O:38])[C:5]([CH3:37])=[C:6]([CH2:12][C:13]2[CH:14]=[CH:15][C:16]([O:33]C(=O)C)=[C:17]([CH:32]=2)[C:18]([NH:20][C:21]2[CH:26]=[CH:25][C:24]([N:27]3[CH:31]=[CH:30][N:29]=[CH:28]3)=[CH:23][CH:22]=2)=[O:19])[C:7](=[O:11])[C:8]=1[O:9][CH3:10].C(=O)([O-])O.[Na+]. Product: [CH3:1][O:2][C:3]1[C:4](=[O:38])[C:5]([CH3:37])=[C:6]([CH2:12][C:13]2[CH:14]=[CH:15][C:16]([OH:33])=[C:17]([CH:32]=2)[C:18]([NH:20][C:21]2[CH:26]=[CH:25][C:24]([N:27]3[CH:31]=[CH:30][N:29]=[CH:28]3)=[CH:23][CH:22]=2)=[O:19])[C:7](=[O:11])[C:8]=1[O:9][CH3:10]. The catalyst class is: 24.